This data is from Catalyst prediction with 721,799 reactions and 888 catalyst types from USPTO. The task is: Predict which catalyst facilitates the given reaction. (1) Reactant: [CH2:1]1[CH:9]2[N:4]([CH2:5][CH2:6][C:7](=O)[CH2:8]2)[CH2:3][CH2:2]1.[NH3:11].C(O)C.[H][H]. Product: [NH2:11][CH:7]1[CH2:8][CH:9]2[N:4]([CH2:3][CH2:2][CH2:1]2)[CH2:5][CH2:6]1. The catalyst class is: 45. (2) Reactant: [CH:1]1([NH2:7])[CH2:6][CH2:5][CH2:4][CH2:3][CH2:2]1.C([O:10][C:11]([C:13]1[C:14](=[O:31])[N:15]([CH2:24][C:25]2[CH:30]=[CH:29][CH:28]=[CH:27][CH:26]=2)[C:16]2[C:21]([C:22]=1[OH:23])=[CH:20][CH:19]=[CH:18][N:17]=2)=O)C. Product: [CH:1]1([NH:7][C:11]([C:13]2[C:14](=[O:31])[N:15]([CH2:24][C:25]3[CH:30]=[CH:29][CH:28]=[CH:27][CH:26]=3)[C:16]3[C:21]([C:22]=2[OH:23])=[CH:20][CH:19]=[CH:18][N:17]=3)=[O:10])[CH2:6][CH2:5][CH2:4][CH2:3][CH2:2]1. The catalyst class is: 113. (3) Reactant: [NH2:1][C:2]1[CH:19]=[CH:18][C:5]2[CH2:6][CH2:7][N:8]([C:11]([O:13][C:14]([CH3:17])([CH3:16])[CH3:15])=[O:12])[CH2:9][CH2:10][C:4]=2[CH:3]=1.C(N(CC)CC)C.[C:27](Cl)(=[O:29])[CH3:28]. Product: [C:27]([NH:1][C:2]1[CH:19]=[CH:18][C:5]2[CH2:6][CH2:7][N:8]([C:11]([O:13][C:14]([CH3:16])([CH3:15])[CH3:17])=[O:12])[CH2:9][CH2:10][C:4]=2[CH:3]=1)(=[O:29])[CH3:28]. The catalyst class is: 2. (4) Reactant: [OH-].[Na+].[CH2:3]([C:10]1[C:18]2[C:13](=[CH:14][C:15]([OH:23])=[C:16]([C:19]([O:21]C)=[O:20])[CH:17]=2)[NH:12][N:11]=1)[C:4]1[CH:9]=[CH:8][CH:7]=[CH:6][CH:5]=1.Cl. Product: [CH2:3]([C:10]1[C:18]2[C:13](=[CH:14][C:15]([OH:23])=[C:16]([C:19]([OH:21])=[O:20])[CH:17]=2)[NH:12][N:11]=1)[C:4]1[CH:5]=[CH:6][CH:7]=[CH:8][CH:9]=1. The catalyst class is: 24. (5) Reactant: [CH3:1][NH:2][NH2:3].C(N(CC)CC)C.Br[CH2:12][C:13]([O:15][CH2:16][CH3:17])=[O:14]. Product: [CH3:1][N:2]([CH2:12][C:13]([O:15][CH2:16][CH3:17])=[O:14])[NH2:3]. The catalyst class is: 96.